This data is from Full USPTO retrosynthesis dataset with 1.9M reactions from patents (1976-2016). The task is: Predict the reactants needed to synthesize the given product. Given the product [CH2:12]([O:11][C:9](=[O:10])[C:7]1[CH:8]=[C:3]([C:1]#[N:2])[C:4]([N:16]2[CH2:19][CH:18]([C:20](=[O:21])[NH:35][S:32]([CH2:31][C:25]3[CH:26]=[CH:27][CH:28]=[C:29]([F:30])[C:24]=3[F:23])(=[O:33])=[O:34])[CH2:17]2)=[N:5][C:6]=1[O:14][CH3:15])[CH3:13], predict the reactants needed to synthesize it. The reactants are: [C:1]([C:3]1[C:4]([N:16]2[CH2:19][CH:18]([C:20](O)=[O:21])[CH2:17]2)=[N:5][C:6]([O:14][CH3:15])=[C:7]([C:9]([O:11][CH2:12][CH3:13])=[O:10])[CH:8]=1)#[N:2].[F:23][C:24]1[C:29]([F:30])=[CH:28][CH:27]=[CH:26][C:25]=1[CH2:31][S:32]([NH2:35])(=[O:34])=[O:33].